Dataset: Peptide-MHC class II binding affinity with 134,281 pairs from IEDB. Task: Regression. Given a peptide amino acid sequence and an MHC pseudo amino acid sequence, predict their binding affinity value. This is MHC class II binding data. (1) The peptide sequence is KSMKVTVAFNQFGPN. The MHC is HLA-DQA10401-DQB10402 with pseudo-sequence HLA-DQA10401-DQB10402. The binding affinity (normalized) is 0.206. (2) The peptide sequence is LVSKLYEVVPGILTE. The MHC is HLA-DQA10301-DQB10302 with pseudo-sequence HLA-DQA10301-DQB10302. The binding affinity (normalized) is 0.247. (3) The peptide sequence is LHFSEALHIIAGTPE. The MHC is HLA-DQA10102-DQB10602 with pseudo-sequence HLA-DQA10102-DQB10602. The binding affinity (normalized) is 0.742.